This data is from Full USPTO retrosynthesis dataset with 1.9M reactions from patents (1976-2016). The task is: Predict the reactants needed to synthesize the given product. (1) Given the product [CH:19]([O:22][C:23]1[CH:31]=[C:30]([CH3:32])[CH:29]=[CH:28][C:24]=1[C:25]([NH:1][C:2]1[CH:3]=[C:4]2[C:9](=[CH:10][CH:11]=1)[CH2:8][N:7]([C:12]([O:14][C:15]([CH3:18])([CH3:17])[CH3:16])=[O:13])[CH2:6][CH2:5]2)=[O:26])([CH3:21])[CH3:20], predict the reactants needed to synthesize it. The reactants are: [NH2:1][C:2]1[CH:3]=[C:4]2[C:9](=[CH:10][CH:11]=1)[CH2:8][N:7]([C:12]([O:14][C:15]([CH3:18])([CH3:17])[CH3:16])=[O:13])[CH2:6][CH2:5]2.[CH:19]([O:22][C:23]1[CH:31]=[C:30]([CH3:32])[CH:29]=[CH:28][C:24]=1[C:25](O)=[O:26])([CH3:21])[CH3:20].ON1C2C=CC=CC=2N=N1.Cl.CN(C)CCCN=C=NCC. (2) Given the product [C:1]([O:5][C:6](=[O:22])[NH:7][C:8]1[CH:13]=[CH:12][CH:11]=[C:10]([C:14]2[CH:15]=[CH:16][C:17]([CH2:20][NH:21][S:31]([CH3:30])(=[O:33])=[O:32])=[CH:18][CH:19]=2)[N:9]=1)([CH3:4])([CH3:2])[CH3:3], predict the reactants needed to synthesize it. The reactants are: [C:1]([O:5][C:6](=[O:22])[NH:7][C:8]1[CH:13]=[CH:12][CH:11]=[C:10]([C:14]2[CH:19]=[CH:18][C:17]([CH2:20][NH2:21])=[CH:16][CH:15]=2)[N:9]=1)([CH3:4])([CH3:3])[CH3:2].CCN(CC)CC.[CH3:30][S:31](Cl)(=[O:33])=[O:32]. (3) Given the product [NH2:1][C:4]1[CH:13]=[CH:12][C:7]([C:8]([O:10][CH3:11])=[O:9])=[C:6]([C:14]([F:15])([F:16])[F:17])[CH:5]=1, predict the reactants needed to synthesize it. The reactants are: [N+:1]([C:4]1[CH:13]=[CH:12][C:7]([C:8]([O:10][CH3:11])=[O:9])=[C:6]([C:14]([F:17])([F:16])[F:15])[CH:5]=1)([O-])=O. (4) Given the product [OH:8][CH:9]1[CH2:13][N:12]([C:14](=[O:35])[CH2:15][C:16]2[CH:21]=[CH:20][C:19]([NH:22][C:23]([NH:25][C:26]3[CH:31]=[CH:30][CH:29]=[CH:28][C:27]=3[CH3:32])=[O:24])=[C:18]([O:33][CH3:34])[CH:17]=2)[CH:11]([CH2:36][O:37][C:38]2[CH:46]=[CH:45][C:41]([C:42]([O:44][CH2:49][CH3:50])=[O:43])=[CH:40][C:39]=2[O:47][CH3:48])[CH2:10]1, predict the reactants needed to synthesize it. The reactants are: C([O:8][CH:9]1[CH2:13][N:12]([C:14](=[O:35])[CH2:15][C:16]2[CH:21]=[CH:20][C:19]([NH:22][C:23]([NH:25][C:26]3[CH:31]=[CH:30][CH:29]=[CH:28][C:27]=3[CH3:32])=[O:24])=[C:18]([O:33][CH3:34])[CH:17]=2)[CH:11]([CH2:36][O:37][C:38]2[CH:46]=[CH:45][C:41]([C:42]([O-:44])=[O:43])=[CH:40][C:39]=2[O:47][CH3:48])[CH2:10]1)C1C=CC=CC=1.[CH3:49][C:50](O)=O.CCO. (5) The reactants are: [CH3:1][O:2][C:3](=[O:24])[CH2:4][CH2:5][CH2:6][CH2:7][CH2:8][CH2:9][CH2:10][CH:11]([OH:23])[CH:12]([OH:22])[CH2:13][CH:14]([OH:21])[CH2:15][CH2:16][CH2:17][CH2:18][CH2:19][CH3:20].[C:32](O[C:32](=[O:37])[CH2:33][CH2:34][CH2:35][CH3:36])(=[O:37])[CH2:33][CH2:34][CH2:35][CH3:36]. Given the product [CH3:1][O:2][C:3](=[O:24])[CH2:4][CH2:5][CH2:6][CH2:7][CH2:8][CH2:9][CH2:10][CH:11]([O:23][C:32](=[O:37])[CH2:33][CH2:34][CH2:35][CH3:36])[CH:12]([O:22][C:3](=[O:2])[CH2:4][CH2:5][CH2:6][CH3:7])[CH2:13][CH:14]([O:21][C:14](=[O:21])[CH2:13][CH2:12][CH2:11][CH3:10])[CH2:15][CH2:16][CH2:17][CH2:18][CH2:19][CH3:20], predict the reactants needed to synthesize it. (6) Given the product [Cl:31][C:32]1[CH:40]=[C:39]([Cl:41])[CH:38]=[CH:37][C:33]=1[C:34]([NH:7][CH:8]([C:11]1[CH:12]=[CH:13][C:14]([S:17]([CH2:20][CH2:21][CH3:22])(=[O:18])=[O:19])=[CH:15][CH:16]=1)[CH:9]=[CH2:10])=[O:35], predict the reactants needed to synthesize it. The reactants are: CC(S([NH:7][CH:8]([C:11]1[CH:16]=[CH:15][C:14]([S:17]([CH2:20][CH2:21][CH3:22])(=[O:19])=[O:18])=[CH:13][CH:12]=1)[CH:9]=[CH2:10])=O)(C)C.Cl.C(N(CC)CC)C.[Cl:31][C:32]1[CH:40]=[C:39]([Cl:41])[CH:38]=[CH:37][C:33]=1[C:34](Cl)=[O:35]. (7) Given the product [C:1]([C:5]1[CH:6]=[C:7]([CH:22]=[C:23]([C:26]([CH3:29])([CH3:28])[CH3:27])[C:24]=1[OH:25])[C:8]([NH:10][C:11]1[CH:12]=[CH:13][C:14]([C:15]([OH:17])=[O:16])=[CH:20][CH:21]=1)=[O:9])([CH3:4])([CH3:3])[CH3:2], predict the reactants needed to synthesize it. The reactants are: [C:1]([C:5]1[CH:6]=[C:7]([CH:22]=[C:23]([C:26]([CH3:29])([CH3:28])[CH3:27])[C:24]=1[OH:25])[C:8]([NH:10][C:11]1[CH:21]=[CH:20][C:14]([C:15]([O:17]CC)=[O:16])=[CH:13][CH:12]=1)=[O:9])([CH3:4])([CH3:3])[CH3:2]. (8) Given the product [CH3:7][O:8][C:9]1[CH:14]=[CH:13][C:12]([CH2:15][CH2:16][CH2:17][CH2:18][NH2:19])=[CH:11][CH:10]=1, predict the reactants needed to synthesize it. The reactants are: [H-].[Al+3].[Li+].[H-].[H-].[H-].[CH3:7][O:8][C:9]1[CH:14]=[CH:13][C:12]([CH2:15][CH2:16][CH2:17][CH2:18][N:19]=[N+]=[N-])=[CH:11][CH:10]=1.O.